Dataset: Reaction yield outcomes from USPTO patents with 853,638 reactions. Task: Predict the reaction yield, written as a fraction of the theoretical maximum amount of product (1.0 means a 100% yield; for example, 0.34 means a 34% yield). (1) The reactants are [CH3:1][O:2][C:3](=[O:17])[CH:4]([NH:7][C:8](=[O:16])[C:9]1[CH:14]=[CH:13][CH:12]=[C:11]([Cl:15])[CH:10]=1)[CH2:5]O.BrC(Cl)(Cl)Cl.C1CCN2C(=NCCC2)CC1. The catalyst is C(Cl)Cl. The product is [CH3:1][O:2][C:3]([C:4]1[N:7]=[C:8]([C:9]2[CH:14]=[CH:13][CH:12]=[C:11]([Cl:15])[CH:10]=2)[O:16][CH:5]=1)=[O:17]. The yield is 0.590. (2) The reactants are [N:1]1([C:6]([O:8][C:9]([CH3:12])([CH3:11])[CH3:10])=[O:7])[CH2:5][CH2:4][CH2:3][NH:2]1.[C:13](C1CC(=O)NC1=O)([O:15][CH2:16][CH:17]1[C:29]2[C:24](=[CH:25][CH:26]=[CH:27][CH:28]=2)[C:23]2[C:18]1=[CH:19][CH:20]=[CH:21][CH:22]=2)=[O:14]. The catalyst is ClCCl. The product is [N:2]1([C:13]([O:15][CH2:16][CH:17]2[C:18]3[CH:19]=[CH:20][CH:21]=[CH:22][C:23]=3[C:24]3[C:29]2=[CH:28][CH:27]=[CH:26][CH:25]=3)=[O:14])[CH2:3][CH2:4][CH2:5][N:1]1[C:6]([O:8][C:9]([CH3:12])([CH3:11])[CH3:10])=[O:7]. The yield is 0.940. (3) The reactants are [C@@H:1]12[O:10][CH2:9][C@@H:7]([O:8]1)[C@@H:5]([OH:6])[C@H:3]([OH:4])[CH2:2]2.C([O-])(O)=O.[Na+]. The catalyst is CN(C=O)C.O. The product is [CH2:9]1[O:10][C@@H:1]2[O:8][C@H:7]1[C@@H:5]([OH:6])[C@@H:3]1[O:4][C@@H:2]12. The yield is 0.980. (4) The reactants are Cl[C:2]1[C:11]([N+:12]([O-:14])=[O:13])=[CH:10][CH:9]=[CH:8][C:3]=1[C:4]([O:6][CH3:7])=[O:5].C(N(CC)CC)C.[NH2:22][CH2:23][CH2:24][CH2:25][CH2:26][OH:27]. The catalyst is O1CCCC1.O. The product is [OH:27][CH2:26][CH2:25][CH2:24][CH2:23][NH:22][C:2]1[C:11]([N+:12]([O-:14])=[O:13])=[CH:10][CH:9]=[CH:8][C:3]=1[C:4]([O:6][CH3:7])=[O:5]. The yield is 1.00. (5) The reactants are Br[C:2]1[CH:3]=[N:4][CH:5]=[CH:6][CH:7]=1.[NH2:8][CH2:9][C:10]1[CH:11]=[N:12][CH:13]=[CH:14][CH:15]=1. No catalyst specified. The product is [N:4]1[CH:5]=[CH:6][CH:7]=[C:2]([NH:8][CH2:9][C:10]2[CH:11]=[N:12][CH:13]=[CH:14][CH:15]=2)[CH:3]=1. The yield is 0.830. (6) The reactants are Br[C:2]1[CH:3]=[C:4]([N:22]([CH2:29][CH3:30])[CH:23]2[CH2:28][CH2:27][O:26][CH2:25][CH2:24]2)[C:5]([CH3:21])=[C:6]([CH:20]=1)[C:7]([NH:9][CH2:10][C:11]1[C:12](=[O:19])[NH:13][C:14]([CH3:18])=[CH:15][C:16]=1[CH3:17])=[O:8].[CH3:31][N:32]([CH2:34][C:35]1[CH:40]=[CH:39][C:38](B(O)O)=[CH:37][CH:36]=1)[CH3:33].C([O-])([O-])=O.[Na+].[Na+]. The catalyst is O1CCOCC1.O.C1C=CC([P]([Pd]([P](C2C=CC=CC=2)(C2C=CC=CC=2)C2C=CC=CC=2)([P](C2C=CC=CC=2)(C2C=CC=CC=2)C2C=CC=CC=2)[P](C2C=CC=CC=2)(C2C=CC=CC=2)C2C=CC=CC=2)(C2C=CC=CC=2)C2C=CC=CC=2)=CC=1. The product is [CH3:17][C:16]1[CH:15]=[C:14]([CH3:18])[NH:13][C:12](=[O:19])[C:11]=1[CH2:10][NH:9][C:7]([C:6]1[CH:20]=[C:2]([C:38]2[CH:39]=[CH:40][C:35]([CH2:34][N:32]([CH3:33])[CH3:31])=[CH:36][CH:37]=2)[CH:3]=[C:4]([N:22]([CH2:29][CH3:30])[CH:23]2[CH2:28][CH2:27][O:26][CH2:25][CH2:24]2)[C:5]=1[CH3:21])=[O:8]. The yield is 0.538.